This data is from Reaction yield outcomes from USPTO patents with 853,638 reactions. The task is: Predict the reaction yield, written as a fraction of the theoretical maximum amount of product (1.0 means a 100% yield; for example, 0.34 means a 34% yield). (1) The reactants are [Br:1][C:2]1[CH:7]=[CH:6][CH:5]=[CH:4][C:3]=1[C@H:8]([O:10][CH2:11][C@H:12]1[CH2:14][O:13]1)[CH3:9].[F:15][C:16]1[CH:17]=[C:18]([CH:25]=[CH:26][C:27]=1[CH3:28])[CH2:19][C@@H:20]1[CH2:24][CH2:23][CH2:22][NH:21]1. No catalyst specified. The product is [Br:1][C:2]1[CH:7]=[CH:6][CH:5]=[CH:4][C:3]=1[C@H:8]([O:10][CH2:11][C@H:12]([OH:13])[CH2:14][N:21]1[CH2:22][CH2:23][CH2:24][C@H:20]1[CH2:19][C:18]1[CH:25]=[CH:26][C:27]([CH3:28])=[C:16]([F:15])[CH:17]=1)[CH3:9]. The yield is 0.920. (2) The reactants are Cl[C:2]1[N:3]=[C:4]([O:29][CH:30]2[CH2:34][CH2:33][CH2:32][CH2:31]2)[C:5]2[C:10]([C:11]3[CH:20]=[CH:19][C:14]4[N:15]=[C:16]([CH3:18])[O:17][C:13]=4[CH:12]=3)=[CH:9][N:8]([CH2:21][O:22][CH2:23][CH2:24][Si:25]([CH3:28])([CH3:27])[CH3:26])[C:6]=2[N:7]=1.[Cl:35][C:36]1[N:40]([CH2:41][CH2:42][O:43][CH3:44])[N:39]=[CH:38][C:37]=1[NH2:45].C(=O)([O-])[O-].[Cs+].[Cs+].C1(P(C2C=CC=CC=2)C2C=CC3C(=CC=CC=3)C=2C2C3C(=CC=CC=3)C=CC=2P(C2C=CC=CC=2)C2C=CC=CC=2)C=CC=CC=1. The catalyst is O1CCOCC1.C([O-])(=O)C.[Pd+2].C([O-])(=O)C. The product is [Cl:35][C:36]1[N:40]([CH2:41][CH2:42][O:43][CH3:44])[N:39]=[CH:38][C:37]=1[NH:45][C:2]1[N:3]=[C:4]([O:29][CH:30]2[CH2:34][CH2:33][CH2:32][CH2:31]2)[C:5]2[C:10]([C:11]3[CH:20]=[CH:19][C:14]4[N:15]=[C:16]([CH3:18])[O:17][C:13]=4[CH:12]=3)=[CH:9][N:8]([CH2:21][O:22][CH2:23][CH2:24][Si:25]([CH3:27])([CH3:26])[CH3:28])[C:6]=2[N:7]=1. The yield is 0.600. (3) The reactants are [Cl:1][C:2]1[C:3]([C:21]([F:24])([F:23])[F:22])=[C:4]([C:8]2[CH2:13][CH2:12][N:11]([C:14]([O:16][C:17]([CH3:20])([CH3:19])[CH3:18])=[O:15])[CH2:10][CH:9]=2)[CH:5]=[CH:6][CH:7]=1.C(O)(=O)C. The catalyst is [Pt]=O.C(OCC)(=O)C. The product is [Cl:1][C:2]1[C:3]([C:21]([F:24])([F:22])[F:23])=[C:4]([CH:8]2[CH2:9][CH2:10][N:11]([C:14]([O:16][C:17]([CH3:20])([CH3:19])[CH3:18])=[O:15])[CH2:12][CH2:13]2)[CH:5]=[CH:6][CH:7]=1. The yield is 0.260. (4) The reactants are [Cl:1][C:2]1[C:10]2[N:9]=[C:8]([NH:11][C:12]3[C:13]([C:20]([F:23])([F:22])[F:21])=[N:14][C:15]([O:18][CH3:19])=[CH:16][CH:17]=3)[N:7]([CH2:24][CH2:25][CH2:26]O)[C:6]=2[C:5]([C:28]([O:30][CH3:31])=[O:29])=[CH:4][CH:3]=1.C(N(CC)CC)C.CS(Cl)(=O)=O.C(=O)([O-])O.[Na+]. The catalyst is O1CCCC1. The product is [Cl:1][C:2]1[CH:3]=[CH:4][C:5]([C:28]([O:30][CH3:31])=[O:29])=[C:6]2[C:10]=1[N:9]=[C:8]1[N:11]([C:12]3[C:13]([C:20]([F:22])([F:21])[F:23])=[N:14][C:15]([O:18][CH3:19])=[CH:16][CH:17]=3)[CH2:26][CH2:25][CH2:24][N:7]21. The yield is 0.900. (5) The reactants are [ClH:1].[F:2][C:3]([F:22])([F:21])[C:4]([NH:6][CH2:7][C:8]1[CH:13]=[CH:12][C:11]([F:14])=[C:10]([C:15]2[CH:20]=[CH:19][N:18]=[CH:17][CH:16]=2)[CH:9]=1)=[O:5]. The catalyst is [Pt].CO. The product is [ClH:1].[F:21][C:3]([F:2])([F:22])[C:4]([NH:6][CH2:7][C:8]1[CH:13]=[CH:12][C:11]([F:14])=[C:10]([CH:15]2[CH2:20][CH2:19][NH:18][CH2:17][CH2:16]2)[CH:9]=1)=[O:5]. The yield is 0.890. (6) The reactants are [Br:1][C:2]1[CH:3]=[CH:4][C:5]2[N:6]([CH2:16][CH:17]([F:39])[CH2:18][N:19]([C:32]3[CH:37]=[CH:36][C:35]([OH:38])=[CH:34][CH:33]=3)[S:20]([C:23]3[CH:28]=[CH:27][C:26]([N+:29]([O-:31])=[O:30])=[CH:25][CH:24]=3)(=[O:22])=[O:21])[C:7]3[C:12]([C:13]=2[CH:14]=1)=[CH:11][C:10]([Br:15])=[CH:9][CH:8]=3.C(=O)([O-])[O-].[K+].[K+].Br[CH2:47][CH2:48][O:49][CH2:50][CH2:51][O:52][CH3:53]. The catalyst is CN(C)C=O.CCOC(C)=O. The product is [Br:1][C:2]1[CH:3]=[CH:4][C:5]2[N:6]([CH2:16][CH:17]([F:39])[CH2:18][N:19]([C:32]3[CH:37]=[CH:36][C:35]([O:38][CH2:47][CH2:48][O:49][CH2:50][CH2:51][O:52][CH3:53])=[CH:34][CH:33]=3)[S:20]([C:23]3[CH:24]=[CH:25][C:26]([N+:29]([O-:31])=[O:30])=[CH:27][CH:28]=3)(=[O:22])=[O:21])[C:7]3[C:12]([C:13]=2[CH:14]=1)=[CH:11][C:10]([Br:15])=[CH:9][CH:8]=3. The yield is 0.430. (7) The reactants are C1(SC)C=CC=CC=1.C([O:16][C:17]1[CH:18]=[C:19]([CH:34]=[CH:35][CH:36]=1)[CH2:20][NH:21][C:22]([C:24]1[CH:25]=[C:26]2[C:31](=[CH:32][CH:33]=1)[N:30]=[CH:29][CH:28]=[CH:27]2)=[O:23])C1C=CC=CC=1.FC(F)(F)C(O)=O. No catalyst specified. The product is [OH:16][C:17]1[CH:18]=[C:19]([CH:34]=[CH:35][CH:36]=1)[CH2:20][NH:21][C:22]([C:24]1[CH:25]=[C:26]2[C:31](=[CH:32][CH:33]=1)[N:30]=[CH:29][CH:28]=[CH:27]2)=[O:23]. The yield is 0.640. (8) The reactants are [CH3:1][C:2]1[C:10]([N+:11]([O-:13])=[O:12])=[CH:9][C:5]([C:6](O)=[O:7])=[CH:4][C:3]=1[N+:14]([O-:16])=[O:15].C([N:19](CC)CC)C.COC(Cl)=O.N. The catalyst is C(#N)C. The product is [CH3:1][C:2]1[C:10]([N+:11]([O-:13])=[O:12])=[CH:9][C:5]([C:6]([NH2:19])=[O:7])=[CH:4][C:3]=1[N+:14]([O-:16])=[O:15]. The yield is 0.910.